This data is from Forward reaction prediction with 1.9M reactions from USPTO patents (1976-2016). The task is: Predict the product of the given reaction. (1) Given the reactants Br[C:2]1[C:10]2[N:9]3[CH2:11][CH2:12][CH2:13][NH:14][C:15](=[O:16])[C:8]3=[CH:7][C:6]=2[CH:5]=[C:4]([Cl:17])[CH:3]=1.[CH3:18]B1OB(C)OB(C)O1, predict the reaction product. The product is: [Cl:17][C:4]1[CH:3]=[C:2]([CH3:18])[C:10]2[N:9]3[CH2:11][CH2:12][CH2:13][NH:14][C:15](=[O:16])[C:8]3=[CH:7][C:6]=2[CH:5]=1. (2) Given the reactants [C:1]([O:5][C:6](=[O:30])[NH:7][CH:8]1[CH2:13][CH2:12][CH:11]([NH:14][CH2:15][C:16]2[CH:21]=[C:20]([C:22]3[CH:27]=[CH:26][N:25]=[CH:24][CH:23]=3)[CH:19]=[CH:18][C:17]=2[O:28][CH3:29])[CH2:10][CH2:9]1)([CH3:4])([CH3:3])[CH3:2].[Cl:31][C:32]1[C:33]2[C:43]([F:44])=[CH:42][CH:41]=[C:40]([F:45])[C:34]=2[S:35][C:36]=1[C:37](Cl)=[O:38], predict the reaction product. The product is: [C:1]([O:5][C:6](=[O:30])[NH:7][CH:8]1[CH2:9][CH2:10][CH:11]([N:14]([C:37]([C:36]2[S:35][C:34]3[C:40]([F:45])=[CH:41][CH:42]=[C:43]([F:44])[C:33]=3[C:32]=2[Cl:31])=[O:38])[CH2:15][C:16]2[CH:21]=[C:20]([C:22]3[CH:23]=[CH:24][N:25]=[CH:26][CH:27]=3)[CH:19]=[CH:18][C:17]=2[O:28][CH3:29])[CH2:12][CH2:13]1)([CH3:4])([CH3:3])[CH3:2].